This data is from Forward reaction prediction with 1.9M reactions from USPTO patents (1976-2016). The task is: Predict the product of the given reaction. (1) The product is: [OH:22][CH:20]1[CH2:21][N:18]([CH2:15][CH2:14][C:9]2[CH:10]=[CH:11][CH:12]=[CH:13][C:8]=2[N:3]2[CH2:4][CH2:5][CH2:6][CH2:7][C:2]2=[O:1])[CH2:19]1. Given the reactants [O:1]=[C:2]1[CH2:7][CH2:6][CH2:5][CH2:4][N:3]1[C:8]1[CH:13]=[CH:12][CH:11]=[CH:10][C:9]=1[CH2:14][CH:15]=O.Cl.[NH:18]1[CH2:21][CH:20]([OH:22])[CH2:19]1.C(O)(=O)C.[BH3-]C#N.[Na+], predict the reaction product. (2) The product is: [CH3:1][O:5][C:6]([C:8]1[N:9]=[CH:10][C:11]2[C:16]([C:17]=1[OH:18])=[CH:15][CH:14]=[C:13]([O:19][C:20]1[CH:25]=[CH:24][C:23]([O:26][CH3:27])=[CH:22][CH:21]=1)[CH:12]=2)=[O:7]. Given the reactants [CH2:1]([O:5][C:6]([C:8]1[N:9]=[CH:10][C:11]2[C:16]([C:17]=1[OH:18])=[CH:15][CH:14]=[C:13]([O:19][C:20]1[CH:25]=[CH:24][C:23]([O:26][CH3:27])=[CH:22][CH:21]=1)[CH:12]=2)=[O:7])CCC.C[O-].[Na+].CO.Cl, predict the reaction product. (3) Given the reactants CON(C)[C:4]([C:6]1[C:15](=[O:16])[C:14]2[C:9](=[N:10][C:11]([CH3:17])=[CH:12][CH:13]=2)[N:8]([CH2:18][C:19]2[CH:24]=[CH:23][CH:22]=[C:21]([Br:25])[N:20]=2)[CH:7]=1)=[O:5].[CH3:27][O:28][C:29]1[CH:34]=[CH:33][C:32]([Mg]Br)=[CH:31][C:30]=1[CH3:37], predict the reaction product. The product is: [Br:25][C:21]1[N:20]=[C:19]([CH2:18][N:8]2[C:9]3[C:14](=[CH:13][CH:12]=[C:11]([CH3:17])[N:10]=3)[C:15](=[O:16])[C:6]([C:4](=[O:5])[C:32]3[CH:33]=[CH:34][C:29]([O:28][CH3:27])=[C:30]([CH3:37])[CH:31]=3)=[CH:7]2)[CH:24]=[CH:23][CH:22]=1. (4) The product is: [C:14]([C:18]1[N:23]=[C:22]([N:24]2[CH2:25][CH2:26][N:27]([CH2:2][CH2:3][CH2:4][CH2:5][N:6]3[C:11](=[O:12])[NH:10][C:9](=[O:13])[CH:8]=[N:7]3)[CH2:28][CH2:29]2)[CH:21]=[C:20]([CH:30]2[CH2:33][CH2:32][CH2:31]2)[N:19]=1)([CH3:17])([CH3:15])[CH3:16]. Given the reactants Cl[CH2:2][CH2:3][CH2:4][CH2:5][N:6]1[C:11](=[O:12])[NH:10][C:9](=[O:13])[CH:8]=[N:7]1.[C:14]([C:18]1[N:23]=[C:22]([N:24]2[CH2:29][CH2:28][NH:27][CH2:26][CH2:25]2)[CH:21]=[C:20]([CH:30]2[CH2:33][CH2:32][CH2:31]2)[N:19]=1)([CH3:17])([CH3:16])[CH3:15], predict the reaction product.